Task: Regression. Given a peptide amino acid sequence and an MHC pseudo amino acid sequence, predict their binding affinity value. This is MHC class II binding data.. Dataset: Peptide-MHC class II binding affinity with 134,281 pairs from IEDB The peptide sequence is EKKYFAATYFEPLAA. The MHC is HLA-DPA10201-DPB10501 with pseudo-sequence HLA-DPA10201-DPB10501. The binding affinity (normalized) is 0.880.